Predict the reaction yield, written as a fraction of the theoretical maximum amount of product (1.0 means a 100% yield; for example, 0.34 means a 34% yield). From a dataset of Reaction yield outcomes from USPTO patents with 853,638 reactions. (1) The reactants are [C:1]([O:5][C:6]([N:8]1[CH2:13][CH2:12][NH:11][CH2:10][CH2:9]1)=[O:7])([CH3:4])([CH3:3])[CH3:2].O.[C:15]1(=O)[CH2:18][CH2:17][CH2:16]1.C([BH3-])#N.[Na+]. The catalyst is C1COCC1.C(O)(=O)C. The product is [C:1]([O:5][C:6]([N:8]1[CH2:13][CH2:12][N:11]([CH:15]2[CH2:18][CH2:17][CH2:16]2)[CH2:10][CH2:9]1)=[O:7])([CH3:4])([CH3:2])[CH3:3]. The yield is 0.380. (2) The reactants are Br[CH2:2][CH2:3][O:4][C:5](=[O:7])[CH3:6].C(=O)([O-])[O-].[K+].[K+].[CH3:14][N:15]1[CH2:20][CH2:19][NH:18][CH2:17][CH2:16]1. The catalyst is O1CCCC1. The product is [CH2:3]([O:4][C:5](=[O:7])[CH2:6][N:18]1[CH2:19][CH2:20][N:15]([CH3:14])[CH2:16][CH2:17]1)[CH3:2]. The yield is 0.220. (3) The reactants are [Br:1][C:2]1[CH:7]=[CH:6][CH:5]=[C:4](I)[CH:3]=1.CC(C)([O-])C.[Na+].[CH3:15][C:16]1([CH3:30])[C:29]2[CH:28]=[CH:27][CH:26]=[CH:25][C:24]=2[NH:23][C:22]2[C:17]1=[CH:18][CH:19]=[CH:20][CH:21]=2.O. The catalyst is C1(C)C=CC=CC=1.C1C=CC(/C=C/C(/C=C/C2C=CC=CC=2)=O)=CC=1.C1C=CC(/C=C/C(/C=C/C2C=CC=CC=2)=O)=CC=1.C1C=CC(/C=C/C(/C=C/C2C=CC=CC=2)=O)=CC=1.[Pd].[Pd].C1(P([C-]2C=CC=C2)C2C=CC=CC=2)C=CC=CC=1.[C-]1(P(C2C=CC=CC=2)C2C=CC=CC=2)C=CC=C1.[Fe+2]. The product is [Br:1][C:2]1[CH:3]=[C:4]([N:23]2[C:24]3[C:29](=[CH:28][CH:27]=[CH:26][CH:25]=3)[C:16]([CH3:30])([CH3:15])[C:17]3[CH:18]=[CH:19][CH:20]=[CH:21][C:22]2=3)[CH:5]=[CH:6][CH:7]=1. The yield is 0.390. (4) The reactants are [CH3:1][O:2][C:3]([NH:5][C@H:6]([C:11]([N:13]1[C@@H:17]([CH3:18])[CH2:16][CH2:15][C@H:14]1[C:19]1[NH:20][C:21]([C:24]2[CH:29]=[C:28]3[CH2:30][O:31][C:32]4[CH:59]=[C:58]5[C:35]([CH:36]=[CH:37][C:38]6[N:42]=[C:41]([C@@H:43]7[CH2:47][C@H:46]([CH2:48][O:49][CH3:50])[CH2:45][N:44]7[C:51]([O:53]C(C)(C)C)=O)[NH:40][C:39]=65)=[CH:34][C:33]=4[C:27]3=[CH:26][CH:25]=2)=[CH:22][N:23]=1)=[O:12])[C@H:7]([CH2:9][CH3:10])[CH3:8])=[O:4].Cl.[CH3:61][O:62][C:63]([NH:65][C@H:66]([C:70]1[CH:75]=[CH:74][CH:73]=[CH:72][CH:71]=1)C(O)=O)=[O:64].CCN(C(C)C)C(C)C.CCOC(C(C#N)=NOC(N1CCOCC1)=[N+](C)C)=O.F[P-](F)(F)(F)(F)F. The catalyst is C(Cl)Cl.CO. The product is [CH3:1][O:2][C:3]([NH:5][C@@H:6]([C@@H:7]([CH3:8])[CH2:9][CH3:10])[C:11]([N:13]1[C@@H:17]([CH3:18])[CH2:16][CH2:15][C@H:14]1[C:19]1[NH:20][C:21]([C:24]2[CH:29]=[C:28]3[CH2:30][O:31][C:32]4[CH:59]=[C:58]5[C:35]([CH:36]=[CH:37][C:38]6[N:42]=[C:41]([C@@H:43]7[CH2:47][C@H:46]([CH2:48][O:49][CH3:50])[CH2:45][N:44]7[C:51](=[O:53])[C@H:66]([NH:65][C:63](=[O:64])[O:62][CH3:61])[C:70]7[CH:75]=[CH:74][CH:73]=[CH:72][CH:71]=7)[NH:40][C:39]=65)=[CH:34][C:33]=4[C:27]3=[CH:26][CH:25]=2)=[CH:22][N:23]=1)=[O:12])=[O:4]. The yield is 0.410.